From a dataset of Catalyst prediction with 721,799 reactions and 888 catalyst types from USPTO. Predict which catalyst facilitates the given reaction. (1) Reactant: [F:1][CH:2]([F:11])[C:3]1[CH:4]=[C:5]([CH:8]=[CH:9][CH:10]=1)[CH:6]=O.S(O)(O)(=O)=O.[C:17]([S:20][CH3:21])(=[NH:19])[NH2:18].[CH3:21][S:20][C:17](=[NH:19])[NH2:18].[C:27]([CH2:29][C:30](OCC)=[O:31])#[N:28].C(=O)([O-])[O-].[K+].[K+]. Product: [F:1][CH:2]([F:11])[C:3]1[CH:4]=[C:5]([C:6]2[N:18]=[C:17]([S:20][CH3:21])[N:19]=[C:30]([OH:31])[C:29]=2[C:27]#[N:28])[CH:8]=[CH:9][CH:10]=1. The catalyst class is: 14. (2) Reactant: [Cl:1][C:2]1[CH:13]=[CH:12][C:5]2[NH:6][C:7](=[O:11])[O:8][C:9](=[O:10])[C:4]=2[CH:3]=1.[H-].[Na+].[CH2:16](I)[CH3:17].O. Product: [Cl:1][C:2]1[CH:13]=[CH:12][C:5]2[N:6]([CH2:16][CH3:17])[C:7](=[O:11])[O:8][C:9](=[O:10])[C:4]=2[CH:3]=1. The catalyst class is: 3. (3) Reactant: [NH2:1][C:2]1[CH:10]=[C:9]2[C:5]([CH:6]=[N:7][N:8]2[CH2:11][CH2:12][N:13]2[CH2:17][CH2:16][O:15][C:14]2=[O:18])=[CH:4][CH:3]=1.[CH2:19]([O:26][C:27]1[CH:32]=[CH:31][C:30]([CH2:33][C:34](O)=[O:35])=[CH:29][CH:28]=1)[C:20]1[CH:25]=[CH:24][CH:23]=[CH:22][CH:21]=1.Cl.C(N=C=NC(C)(C)CC)C.ON1C2C=CC=CC=2N=N1.CN1CCOCC1. Product: [CH2:19]([O:26][C:27]1[CH:28]=[CH:29][C:30]([CH2:33][C:34]([NH:1][C:2]2[CH:10]=[C:9]3[C:5]([CH:6]=[N:7][N:8]3[CH2:11][CH2:12][N:13]3[CH2:17][CH2:16][O:15][C:14]3=[O:18])=[CH:4][CH:3]=2)=[O:35])=[CH:31][CH:32]=1)[C:20]1[CH:21]=[CH:22][CH:23]=[CH:24][CH:25]=1. The catalyst class is: 3. (4) Reactant: [Cl:1][C:2]1[CH:21]=[CH:20][CH:19]=[C:18]([Cl:22])[C:3]=1[CH2:4][C:5]1[N:10]=[C:9]([CH3:11])[C:8]([C:12]([O:14][CH2:15][CH3:16])=[O:13])=[C:7](Cl)[CH:6]=1.[CH3:23][O:24][C:25]1[CH:31]=[C:30]([N:32]2[CH2:37][CH2:36][N:35]([CH3:38])[CH2:34][CH2:33]2)[CH:29]=[CH:28][C:26]=1[NH2:27].C1(C)C=CC(S(O)(=O)=O)=CC=1.C(=O)(O)[O-].[Na+]. Product: [Cl:1][C:2]1[CH:21]=[CH:20][CH:19]=[C:18]([Cl:22])[C:3]=1[CH2:4][C:5]1[CH:6]=[C:7]([NH:27][C:26]2[CH:28]=[CH:29][C:30]([N:32]3[CH2:37][CH2:36][N:35]([CH3:38])[CH2:34][CH2:33]3)=[CH:31][C:25]=2[O:24][CH3:23])[C:8]([C:12]([O:14][CH2:15][CH3:16])=[O:13])=[C:9]([CH3:11])[N:10]=1. The catalyst class is: 51. (5) Reactant: [CH2:1]([NH:3][C@H:4]1[CH2:8][CH2:7][NH:6][CH2:5]1)[CH3:2].[Cl:9][C:10]1[N:19]=[C:18](Cl)[C:17]2[C:12](=[CH:13][CH:14]=[C:15]([O:21][CH3:22])[CH:16]=2)[N:11]=1. Product: [Cl:9][C:10]1[N:19]=[C:18]([N:6]2[CH2:7][CH2:8][C@H:4]([NH:3][CH2:1][CH3:2])[CH2:5]2)[C:17]2[C:12](=[CH:13][CH:14]=[C:15]([O:21][CH3:22])[CH:16]=2)[N:11]=1. The catalyst class is: 8. (6) Reactant: [O:1]=[C:2]1[N:6]([C:7]2[CH:8]=[CH:9][C:10]3[C:16](=[O:17])[CH2:15][CH2:14][CH2:13][O:12][C:11]=3[CH:18]=2)[CH2:5][C@H:4]([CH2:19][NH:20][C:21](=[O:23])[CH3:22])[O:3]1.[Li+].C[Si]([N-][Si](C)(C)C)(C)C.[C:34](Cl)(=[O:41])[C:35]1[CH:40]=[CH:39][CH:38]=[CH:37][CH:36]=1. Product: [C:34]([CH:15]1[CH2:14][CH2:13][O:12][C:11]2[CH:18]=[C:7]([N:6]3[CH2:5][C@H:4]([CH2:19][NH:20][C:21](=[O:23])[CH3:22])[O:3][C:2]3=[O:1])[CH:8]=[CH:9][C:10]=2[C:16]1=[O:17])(=[O:41])[C:35]1[CH:40]=[CH:39][CH:38]=[CH:37][CH:36]=1. The catalyst class is: 1. (7) Reactant: C(OC([N:8]1[CH2:13][CH2:12][CH:11]([OH:14])[CH2:10][CH2:9]1)=O)(C)(C)C.Cl.O[C:17]1[CH:18]=[C:19]([NH:23][C:24](=[O:26])[CH3:25])[CH:20]=[CH:21][CH:22]=1.CCOC(/N=N/C(OCC)=O)=O. Product: [NH:8]1[CH2:9][CH2:10][CH:11]([O:14][C:17]2[CH:18]=[C:19]([NH:23][C:24](=[O:26])[CH3:25])[CH:20]=[CH:21][CH:22]=2)[CH2:12][CH2:13]1. The catalyst class is: 168.